This data is from Full USPTO retrosynthesis dataset with 1.9M reactions from patents (1976-2016). The task is: Predict the reactants needed to synthesize the given product. (1) Given the product [Br:16][C:17]1[CH:26]=[C:25]2[C:20]([CH2:21][CH2:22][N:23]([C:9]([O:11][C:12]([CH3:13])([CH3:14])[CH3:15])=[O:10])[CH2:24]2)=[CH:19][CH:18]=1, predict the reactants needed to synthesize it. The reactants are: [C:12]([O:11][C:9](O[C:9]([O:11][C:12]([CH3:15])([CH3:14])[CH3:13])=[O:10])=[O:10])([CH3:15])([CH3:14])[CH3:13].[Br:16][C:17]1[CH:26]=[C:25]2[C:20]([CH2:21][CH2:22][NH:23][CH2:24]2)=[CH:19][CH:18]=1.C(N(CC)CC)C. (2) Given the product [Cl:1][CH2:2][CH:3]([CH:5]1[CH:10]=[CH:9][C:8]2[CH:11]=[C:12]([F:15])[CH:13]=[CH:14][C:7]=2[O:6]1)[OH:4], predict the reactants needed to synthesize it. The reactants are: [Cl:1][CH2:2][C:3]([CH:5]1[CH:10]=[CH:9][C:8]2[CH:11]=[C:12]([F:15])[CH:13]=[CH:14][C:7]=2[O:6]1)=[O:4].[BH4-].[Na+]. (3) Given the product [NH2:42][C:41]1[C:36]2[CH:35]=[CH:34][N:33]([C@@H:25]3[O:24][C@H:23]([CH2:22][N:18]([CH:19]([CH3:20])[CH3:21])[CH2:17][CH2:16][CH2:15][NH:14][C:12]([NH:11][C:8]4[CH:7]=[CH:6][C:5]([C:1]([CH3:3])([CH3:2])[CH3:4])=[CH:10][CH:9]=4)=[O:13])[C@@H:30]([OH:29])[C@H:26]3[OH:27])[C:37]=2[N:38]=[CH:39][N:40]=1, predict the reactants needed to synthesize it. The reactants are: [C:1]([C:5]1[CH:10]=[CH:9][C:8]([NH:11][C:12]([NH:14][CH2:15][CH2:16][CH2:17][N:18]([CH2:22][C@@H:23]2[C@@H:30]3[C@@H:26]([O:27]C(C)(C)[O:29]3)[C@H:25]([N:33]3[C:37]4[N:38]=[CH:39][N:40]=[C:41]([NH:42]CC5C=CC(OC)=CC=5OC)[C:36]=4[CH:35]=[CH:34]3)[O:24]2)[CH:19]([CH3:21])[CH3:20])=[O:13])=[CH:7][CH:6]=1)([CH3:4])([CH3:3])[CH3:2]. (4) Given the product [Br:1][C:2]1[CH:3]=[C:4]2[N:9]=[C:10]([CH2:11][CH3:12])[NH:8][C:5]2=[N:6][CH:7]=1, predict the reactants needed to synthesize it. The reactants are: [Br:1][C:2]1[CH:3]=[C:4]([NH2:9])[C:5]([NH2:8])=[N:6][CH:7]=1.[C:10](O)(=O)[CH2:11][CH3:12].